Dataset: Forward reaction prediction with 1.9M reactions from USPTO patents (1976-2016). Task: Predict the product of the given reaction. The product is: [CH3:17][CH2:16][CH2:15][CH2:14][CH2:13][CH2:12][CH2:11][CH2:10][CH2:9][CH2:8][CH2:7][CH2:6][CH2:5][CH2:4][CH2:3][CH2:2][CH3:1].[C:38]([OH:57])(=[O:56])[CH2:39][CH2:40][CH2:41][CH2:42][CH2:43][CH2:44][CH2:45][CH2:46][CH2:47][CH2:48][CH2:49][CH2:50][CH2:51][CH2:52][CH2:53][CH2:54][CH3:55]. Given the reactants [C:1](O)(=O)[CH2:2][CH2:3][CH2:4][CH2:5][CH2:6][CH2:7][CH2:8]/[CH:9]=[CH:10]\[CH2:11][CH2:12][CH2:13][CH2:14][CH2:15][CH2:16][CH2:17]C.CCCCCCCCCCCCCCCCC.[C:38]([OH:57])(=[O:56])[CH2:39][CH2:40][CH2:41][CH2:42][CH2:43][CH2:44][CH2:45]/[CH:46]=[CH:47]\[CH2:48][CH2:49][CH2:50][CH2:51][CH2:52][CH2:53][CH2:54][CH3:55], predict the reaction product.